Dataset: Full USPTO retrosynthesis dataset with 1.9M reactions from patents (1976-2016). Task: Predict the reactants needed to synthesize the given product. (1) Given the product [Cl:30][C:31]1[CH:32]=[CH:33][C:34]([C:37]2[N:41]=[C:40]([N:42]3[CH2:43][CH2:44][N:45]([CH2:48][CH:49]([C:51]4[CH:56]=[CH:55][CH:54]=[C:53]([O:57][CH3:58])[CH:52]=4)[OH:50])[CH2:46][CH2:47]3)[S:39][N:38]=2)=[CH:35][CH:36]=1, predict the reactants needed to synthesize it. The reactants are: ClC1C=CC(C2N=C(N3CCN(CC(C4C=CC(OC)=CC=4)O)CC3)SN=2)=CC=1.[Cl:30][C:31]1[CH:36]=[CH:35][C:34]([C:37]2[N:41]=[C:40]([N:42]3[CH2:47][CH2:46][N:45]([CH2:48][C:49]([C:51]4[CH:56]=[CH:55][CH:54]=[C:53]([O:57][CH3:58])[CH:52]=4)=[O:50])[CH2:44][CH2:43]3)[S:39][N:38]=2)=[CH:33][CH:32]=1. (2) Given the product [Cl:5][C:6]1[CH:11]=[C:10]([S:3][CH2:1][CH3:2])[CH:9]=[CH:8][C:7]=1[NH:13][C:14](=[O:22])[C@:15]([OH:21])([CH3:20])[C:16]([F:19])([F:18])[F:17], predict the reactants needed to synthesize it. The reactants are: [CH2:1]([S-:3])[CH3:2].[Na+].[Cl:5][C:6]1[CH:11]=[C:10](I)[CH:9]=[CH:8][C:7]=1[NH:13][C:14](=[O:22])[C@:15]([OH:21])([CH3:20])[C:16]([F:19])([F:18])[F:17]. (3) Given the product [CH:7]1([C:13]2[CH:14]=[CH:15][C:16]([O:39][CH3:40])=[C:17]([C:19]3[N:20]=[C:21]([NH:24][C:25]([N:27]4[CH2:28][CH2:29][N:30]([CH:33]5[CH2:38][CH2:37][CH2:36][N:35]([C:5](=[O:6])[NH:4][CH:1]([CH3:3])[CH3:2])[CH2:34]5)[CH2:31][CH2:32]4)=[O:26])[S:22][CH:23]=3)[CH:18]=2)[CH2:8][CH2:9][CH2:10][CH2:11][CH2:12]1, predict the reactants needed to synthesize it. The reactants are: [CH:1]([N:4]=[C:5]=[O:6])([CH3:3])[CH3:2].[CH:7]1([C:13]2[CH:14]=[CH:15][C:16]([O:39][CH3:40])=[C:17]([C:19]3[N:20]=[C:21]([NH:24][C:25]([N:27]4[CH2:32][CH2:31][N:30]([CH:33]5[CH2:38][CH2:37][CH2:36][NH:35][CH2:34]5)[CH2:29][CH2:28]4)=[O:26])[S:22][CH:23]=3)[CH:18]=2)[CH2:12][CH2:11][CH2:10][CH2:9][CH2:8]1.O. (4) Given the product [CH:70]1([C@H:65]([NH:64][C:27]([C:11]2[CH:10]=[C:9]([C:6]3[CH:7]=[CH:8][C:3]([O:2][CH3:1])=[CH:4][CH:5]=3)[S:13][C:12]=2[NH:14][C:15]([NH:17][C:18]2[C:23]([CH3:24])=[CH:22][C:21]([CH3:25])=[CH:20][C:19]=2[CH3:26])=[O:16])=[O:29])[C:66]([O:68][CH3:69])=[O:67])[CH2:75][CH2:74][CH2:73][CH2:72][CH2:71]1, predict the reactants needed to synthesize it. The reactants are: [CH3:1][O:2][C:3]1[CH:8]=[CH:7][C:6]([C:9]2[S:13][C:12]([NH:14][C:15]([NH:17][C:18]3[C:23]([CH3:24])=[CH:22][C:21]([CH3:25])=[CH:20][C:19]=3[CH3:26])=[O:16])=[C:11]([C:27]([OH:29])=O)[CH:10]=2)=[CH:5][CH:4]=1.CN(C(ON1N=NC2C=CC=NC1=2)=[N+](C)C)C.F[P-](F)(F)(F)(F)F.CCN(C(C)C)C(C)C.Cl.[NH2:64][C@@H:65]([CH:70]1[CH2:75][CH2:74][CH2:73][CH2:72][CH2:71]1)[C:66]([O:68][CH3:69])=[O:67].